Dataset: Forward reaction prediction with 1.9M reactions from USPTO patents (1976-2016). Task: Predict the product of the given reaction. (1) Given the reactants [CH3:1][O:2][C:3]1[CH:8]=[CH:7][C:6]([NH:9][S:10]([C:13]2[CH:22]=[CH:21][C:16]([C:17]([O:19]C)=[O:18])=[CH:15][CH:14]=2)(=[O:12])=[O:11])=[CH:5][CH:4]=1.[CH2:23](Br)[C:24]1[CH:29]=[CH:28][CH:27]=[CH:26][CH:25]=1, predict the reaction product. The product is: [CH2:23]([N:9]([C:6]1[CH:7]=[CH:8][C:3]([O:2][CH3:1])=[CH:4][CH:5]=1)[S:10]([C:13]1[CH:14]=[CH:15][C:16]([C:17]([OH:19])=[O:18])=[CH:21][CH:22]=1)(=[O:12])=[O:11])[C:24]1[CH:29]=[CH:28][CH:27]=[CH:26][CH:25]=1. (2) Given the reactants [N+:1]([C:4]1[CH:5]=[C:6]([CH2:10][C:11]#[N:12])[CH:7]=[CH:8][CH:9]=1)([O-:3])=[O:2].CSC.B.Cl, predict the reaction product. The product is: [N+:1]([C:4]1[CH:5]=[C:6]([CH2:10][CH2:11][NH2:12])[CH:7]=[CH:8][CH:9]=1)([O-:3])=[O:2]. (3) Given the reactants [F:1][C:2]1[CH:3]=[C:4]([NH:18][C:19](=[O:30])[CH2:20][C:21]([NH:23][C:24]2[CH:29]=[CH:28][CH:27]=[CH:26][CH:25]=2)=[O:22])[CH:5]=[CH:6][C:7]=1[O:8][C:9]1[CH:14]=[CH:13][N:12]=[C:11]2[CH:15]=[CH:16][S:17][C:10]=12.FC1C=C(N)C=CC=1OC1C=CN=C2C=C([C:48]3[N:49]=[CH:50][N:51]([CH3:53])[CH:52]=3)SC=12, predict the reaction product. The product is: [F:1][C:2]1[CH:3]=[C:4]([NH:18][C:19](=[O:30])[CH2:20][C:21]([NH:23][C:24]2[CH:25]=[CH:26][CH:27]=[CH:28][CH:29]=2)=[O:22])[CH:5]=[CH:6][C:7]=1[O:8][C:9]1[CH:14]=[CH:13][N:12]=[C:11]2[CH:15]=[C:16]([C:48]3[N:49]=[CH:50][N:51]([CH3:53])[CH:52]=3)[S:17][C:10]=12. (4) Given the reactants [C@@:1]12([CH2:11][S:12]([OH:15])(=[O:14])=[O:13])[C:8]([CH3:10])([CH3:9])[CH:5]([CH2:6][CH2:7]1)[CH2:4][C:2]2=[O:3].[NH:16]1[CH2:21][CH2:20][CH2:19][CH:18]([OH:22])[CH2:17]1, predict the reaction product. The product is: [C@@:1]12([CH2:11][S:12]([OH:15])(=[O:13])=[O:14])[C:8]([CH3:10])([CH3:9])[CH:5]([CH2:6][CH2:7]1)[CH2:4][C:2]2=[O:3].[NH:16]1[CH2:21][CH2:20][CH2:19][C@H:18]([OH:22])[CH2:17]1.